From a dataset of Forward reaction prediction with 1.9M reactions from USPTO patents (1976-2016). Predict the product of the given reaction. (1) Given the reactants [F:1][C:2]([F:24])([F:23])[C:3]1[CH:4]=[C:5]([C:19]([F:22])([F:21])[F:20])[C:6]2[CH:7]=[CH:8][C:9]3[N:10]([CH:13]=[C:14]([C:16](O)=[O:17])[N:15]=3)[C:11]=2[N:12]=1.CCN(C(C)C)C(C)C.CN(C(ON1N=NC2C=CC=CC1=2)=[N+](C)C)C.[B-](F)(F)(F)F.[CH3:56][O:57][CH:58]([O:61][CH3:62])[CH2:59][NH2:60], predict the reaction product. The product is: [CH3:56][O:57][CH:58]([O:61][CH3:62])[CH2:59][NH:60][C:16]([C:14]1[N:15]=[C:9]2[CH:8]=[CH:7][C:6]3[C:5]([C:19]([F:21])([F:22])[F:20])=[CH:4][C:3]([C:2]([F:24])([F:1])[F:23])=[N:12][C:11]=3[N:10]2[CH:13]=1)=[O:17]. (2) Given the reactants [H-].[Na+].[CH3:3][CH:4]([OH:6])[CH3:5].Cl[C:8]1[CH:9]=[C:10]([CH:13]=[C:14]([C:16]([F:19])([F:18])[F:17])[N:15]=1)[C:11]#[N:12], predict the reaction product. The product is: [CH:4]([O:6][C:8]1[CH:9]=[C:10]([CH:13]=[C:14]([C:16]([F:19])([F:17])[F:18])[N:15]=1)[C:11]#[N:12])([CH3:5])[CH3:3]. (3) Given the reactants [C:1]1([CH2:7][C:8]([NH:10][NH:11][C:12]([C@H:14]2[CH2:18][CH2:17][C@H:16]([NH:19][C:20](=[O:26])[O:21][C:22]([CH3:25])([CH3:24])[CH3:23])[CH2:15]2)=[O:13])=O)[CH:6]=[CH:5][CH:4]=[CH:3][CH:2]=1.CC[N+](S(N=C(OC)[O-])(=O)=O)(CC)CC, predict the reaction product. The product is: [CH2:7]([C:8]1[O:13][C:12]([C@H:14]2[CH2:18][CH2:17][C@H:16]([NH:19][C:20](=[O:26])[O:21][C:22]([CH3:25])([CH3:24])[CH3:23])[CH2:15]2)=[N:11][N:10]=1)[C:1]1[CH:6]=[CH:5][CH:4]=[CH:3][CH:2]=1. (4) Given the reactants [H-].[Al+3].[Li+].[H-].[H-].[H-].[CH3:7][C:8]([CH2:15][CH2:16][CH2:17][CH:18]([CH3:25])[CH2:19][CH2:20][CH2:21][CH:22]([CH3:24])[CH3:23])=[CH:9][CH2:10][C:11](OC)=[O:12].S([O-])([O-])(=O)=O.[Na+].[Na+], predict the reaction product. The product is: [CH3:7][C:8]([CH2:15][CH2:16][CH2:17][CH:18]([CH3:25])[CH2:19][CH2:20][CH2:21][CH:22]([CH3:24])[CH3:23])=[CH:9][CH2:10][CH2:11][OH:12].